From a dataset of Full USPTO retrosynthesis dataset with 1.9M reactions from patents (1976-2016). Predict the reactants needed to synthesize the given product. Given the product [NH2:1][C:2]1[CH:3]=[CH:4][C:5]([F:11])=[C:6]([CH:10]=1)[C:7]([NH:36][CH2:37][CH:38]([OH:50])[CH2:39][N:40]1[CH2:49][CH2:48][C:47]2[C:42](=[CH:43][CH:44]=[CH:45][CH:46]=2)[CH2:41]1)=[O:9], predict the reactants needed to synthesize it. The reactants are: [NH2:1][C:2]1[CH:3]=[CH:4][C:5]([F:11])=[C:6]([CH:10]=1)[C:7]([OH:9])=O.CN(C(ON1N=NC2C=CC=NC1=2)=[N+](C)C)C.F[P-](F)(F)(F)(F)F.[NH2:36][CH2:37][CH:38]([OH:50])[CH2:39][N:40]1[CH2:49][CH2:48][C:47]2[C:42](=[CH:43][CH:44]=[CH:45][CH:46]=2)[CH2:41]1.CCN(C(C)C)C(C)C.